This data is from Full USPTO retrosynthesis dataset with 1.9M reactions from patents (1976-2016). The task is: Predict the reactants needed to synthesize the given product. (1) Given the product [NH2:1][C:2]1[CH:3]=[CH:4][CH:5]=[C:6]2[C:11]=1[N:10]([CH2:37][C:38]1[CH:43]=[CH:42][CH:41]=[CH:40][N:39]=1)[C:9](=[O:12])[CH:8]([NH:13][C:14](=[O:34])[C@H:15]([NH:20][C:21](=[O:33])[C:22]([NH:25][C:26](=[O:32])[O:27][C:28]([CH3:31])([CH3:30])[CH3:29])([CH3:23])[CH3:24])[CH2:16][CH:17]([CH3:19])[CH3:18])[CH2:7]2, predict the reactants needed to synthesize it. The reactants are: [NH2:1][C:2]1[CH:3]=[CH:4][CH:5]=[C:6]2[C:11]=1[NH:10][C:9](=[O:12])[CH:8]([NH:13][C:14](=[O:34])[CH:15]([NH:20][C:21](=[O:33])[C:22]([NH:25][C:26](=[O:32])[O:27][C:28]([CH3:31])([CH3:30])[CH3:29])([CH3:24])[CH3:23])[CH2:16][CH:17]([CH3:19])[CH3:18])[CH2:7]2.Br.Br[CH2:37][C:38]1[CH:43]=[CH:42][CH:41]=[CH:40][N:39]=1.[H-].[Na+]. (2) Given the product [F:23][C:3]1[C:2]([NH:1][C:31]([C:32]([O:34][CH3:35])=[O:33])=[O:36])=[C:19]([N+:20]([O-:22])=[O:21])[CH:18]=[CH:17][C:4]=1[O:5][C@@H:6]1[CH2:11][CH2:10][C@H:9]([C:12]([O:14][CH2:15][CH3:16])=[O:13])[CH2:8][CH2:7]1, predict the reactants needed to synthesize it. The reactants are: [NH2:1][C:2]1[C:3]([F:23])=[C:4]([CH:17]=[CH:18][C:19]=1[N+:20]([O-:22])=[O:21])[O:5][C@@H:6]1[CH2:11][CH2:10][C@H:9]([C:12]([O:14][CH2:15][CH3:16])=[O:13])[CH2:8][CH2:7]1.N1C=CC=CC=1.Cl[C:31](=[O:36])[C:32]([O:34][CH3:35])=[O:33]. (3) Given the product [N:19]1[C:18]2[NH:22][CH:23]=[CH:24][C:17]=2[C:16]([N:6]2[CH2:7][CH2:8][C@@H:3]([C:2]([F:14])([F:13])[F:1])[C@H:4]([C:9]([OH:11])=[O:10])[CH2:5]2)=[N:21][CH:20]=1, predict the reactants needed to synthesize it. The reactants are: [F:1][C:2]([F:14])([F:13])[C@@H:3]1[CH2:8][CH2:7][NH:6][CH2:5][C@H:4]1[C:9]([O:11]C)=[O:10].Cl[C:16]1[N:21]=[CH:20][NH:19][C:18]2=[N:22][CH:23]=[CH:24][C:17]=12.N1C=CC=CC=1.[Li+].[OH-].